This data is from Reaction yield outcomes from USPTO patents with 853,638 reactions. The task is: Predict the reaction yield, written as a fraction of the theoretical maximum amount of product (1.0 means a 100% yield; for example, 0.34 means a 34% yield). (1) The reactants are [Br:1][C:2]1[CH:7]=[C:6]([F:8])[CH:5]=[C:4]([CH:9]=[CH:10][CH3:11])[C:3]=1[OH:12].O[C@@H:14]([CH:27]=[CH2:28])[CH2:15][O:16][S:17]([C:20]1[CH:25]=[CH:24][C:23]([CH3:26])=[CH:22][CH:21]=1)(=[O:19])=[O:18].C1(P(C2C=CC=CC=2)C2C=CC=CC=2)C=CC=CC=1.N(C(OCC)=O)=NC(OCC)=O. The catalyst is C1COCC1. The product is [CH3:26][C:23]1[CH:24]=[CH:25][C:20]([S:17]([O:16][CH2:15][C@H:14]([O:12][C:3]2[C:4]([CH:9]=[CH:10][CH3:11])=[CH:5][C:6]([F:8])=[CH:7][C:2]=2[Br:1])[CH:27]=[CH2:28])(=[O:19])=[O:18])=[CH:21][CH:22]=1. The yield is 0.820. (2) The reactants are [CH3:1][N:2]1[C:6]([C:7]2[CH:8]=[C:9]([C:12]([NH:14][C@@H:15]([CH2:28][C:29]3[CH:34]=[CH:33][CH:32]=[C:31]([F:35])[CH:30]=3)[CH2:16][N:17]3[C:25](=[O:26])[C:24]4[C:19](=[CH:20][CH:21]=[CH:22][CH:23]=4)[C:18]3=[O:27])=[O:13])[S:10][CH:11]=2)=[C:5]([CH3:36])[N:4]=[N:3]1.C1C(=O)N([Cl:44])C(=O)C1.CCOC(C)=O. The catalyst is CN(C)C=O. The product is [Cl:44][C:11]1[S:10][C:9]([C:12]([NH:14][C@@H:15]([CH2:28][C:29]2[CH:34]=[CH:33][CH:32]=[C:31]([F:35])[CH:30]=2)[CH2:16][N:17]2[C:25](=[O:26])[C:24]3[C:19](=[CH:20][CH:21]=[CH:22][CH:23]=3)[C:18]2=[O:27])=[O:13])=[CH:8][C:7]=1[C:6]1[N:2]([CH3:1])[N:3]=[N:4][C:5]=1[CH3:36]. The yield is 0.280. (3) The reactants are [CH:1]1([C:4]2[NH:8][N:7]=[C:6]([NH:9][C:10]3[C:11]([N+:19]([O-:21])=[O:20])=[C:12]([CH:15]=[C:16](F)[CH:17]=3)[C:13]#[N:14])[CH:5]=2)[CH2:3][CH2:2]1.[F:22][C:23]1[CH:28]=[CH:27][C:26]([C@@H:29]([NH2:31])[CH3:30])=[CH:25][CH:24]=1.CCN(C(C)C)C(C)C. The catalyst is CCCCO. The product is [CH:1]1([C:4]2[NH:8][N:7]=[C:6]([NH:9][C:10]3[C:11]([N+:19]([O-:21])=[O:20])=[C:12]([CH:15]=[C:16]([NH:31][C@H:29]([C:26]4[CH:27]=[CH:28][C:23]([F:22])=[CH:24][CH:25]=4)[CH3:30])[CH:17]=3)[C:13]#[N:14])[CH:5]=2)[CH2:3][CH2:2]1. The yield is 0.890. (4) The reactants are [ClH:1].[CH2:2]([C:5]1[N:6]=[C:7]([NH2:10])[NH:8][CH:9]=1)[C:3]#[CH:4].[N:11]([CH2:14][C:15]1[O:16][CH:17]=[CH:18][CH:19]=1)=[N+:12]=[N-:13]. No catalyst specified. The product is [ClH:1].[O:16]1[CH:17]=[CH:18][CH:19]=[C:15]1[CH2:14][N:11]1[CH:4]=[C:3]([CH2:2][C:5]2[N:6]=[C:7]([NH2:10])[NH:8][CH:9]=2)[N:13]=[N:12]1. The yield is 0.460. (5) The reactants are Br[C:2]1[CH:7]=[C:6]([C:8](=[O:17])[CH2:9][C:10]2[CH:15]=[CH:14][CH:13]=[C:12]([CH3:16])[N:11]=2)[CH:5]=[CH:4][N:3]=1.[F:18][C:19]([F:31])([F:30])[O:20][C:21]1[CH:26]=[CH:25][C:24](B(O)O)=[CH:23][CH:22]=1. No catalyst specified. The product is [CH3:16][C:12]1[N:11]=[C:10]([CH2:9][C:8]([C:6]2[CH:5]=[CH:4][N:3]=[C:2]([C:24]3[CH:23]=[CH:22][C:21]([O:20][C:19]([F:18])([F:30])[F:31])=[CH:26][CH:25]=3)[CH:7]=2)=[O:17])[CH:15]=[CH:14][CH:13]=1. The yield is 0.968. (6) The reactants are C([N:4]1[C:12]2[C:7](=[CH:8][C:9]([C:13]([O:15][CH2:16][CH3:17])=[O:14])=[CH:10][CH:11]=2)[CH:6]=[N:5]1)(=O)C.Cl.O.O.N. The catalyst is C(O)C. The product is [NH:4]1[C:12]2[C:7](=[CH:8][C:9]([C:13]([O:15][CH2:16][CH3:17])=[O:14])=[CH:10][CH:11]=2)[CH:6]=[N:5]1. The yield is 0.480.